The task is: Predict which catalyst facilitates the given reaction.. This data is from Catalyst prediction with 721,799 reactions and 888 catalyst types from USPTO. (1) Reactant: [CH2:1]([C:3]1[C:11]2[C:6](=[CH:7][CH:8]=[CH:9][C:10]=2[NH:12][C:13]([C:15]2[N:19]3[CH:20]=[CH:21][CH:22]=[CH:23][C:18]3=[N:17][CH:16]=2)=[O:14])[N:5]([CH2:24][C:25]2[CH:30]=[CH:29][CH:28]=[C:27]([OH:31])[N:26]=2)[N:4]=1)[CH3:2].O[CH2:33][CH2:34][N:35]1[CH2:40][CH2:39][N:38]([C:41]([O:43][C:44]([CH3:47])([CH3:46])[CH3:45])=[O:42])[CH2:37][CH2:36]1.C1(P(C2C=CC=CC=2)C2C=CC=CC=2)C=CC=CC=1.N(C(OCC)=O)=NC(OCC)=O. Product: [CH2:1]([C:3]1[C:11]2[C:6](=[CH:7][CH:8]=[CH:9][C:10]=2[NH:12][C:13]([C:15]2[N:19]3[CH:20]=[CH:21][CH:22]=[CH:23][C:18]3=[N:17][CH:16]=2)=[O:14])[N:5]([CH2:24][C:25]2[N:26]=[C:27]([O:31][CH2:33][CH2:34][N:35]3[CH2:40][CH2:39][N:38]([C:41]([O:43][C:44]([CH3:45])([CH3:47])[CH3:46])=[O:42])[CH2:37][CH2:36]3)[CH:28]=[CH:29][CH:30]=2)[N:4]=1)[CH3:2]. The catalyst class is: 1. (2) The catalyst class is: 3. Product: [CH2:20]([O:5][C:4]([C:3]1([C:1]#[N:2])[CH2:18][CH2:17][CH2:16][CH2:15][CH2:14]1)=[O:6])[CH3:21]. Reactant: [C:1]([CH2:3][C:4]([O-:6])=[O:5])#[N:2].C(=O)([O-])[O-].[Cs+].[Cs+].Br[CH2:14][CH2:15][CH2:16][CH2:17][CH2:18]Br.[C:20](OCC)(=O)[CH3:21]. (3) Product: [CH3:19][O:20][N:21]=[C:3]([C:5]1[C:10]([Cl:11])=[CH:9][C:8]([O:12][CH2:13][C:14]([F:17])([F:16])[F:15])=[CH:7][N:6]=1)[CH2:2][Br:1]. Reactant: [Br:1][CH2:2][C:3]([C:5]1[C:10]([Cl:11])=[CH:9][C:8]([O:12][CH2:13][C:14]([F:17])([F:16])[F:15])=[CH:7][N:6]=1)=O.Cl.[CH3:19][O:20][NH2:21]. The catalyst class is: 8. (4) Reactant: [F:1][C:2]1[CH:3]=[C:4]([C:14](=[O:16])[CH3:15])[CH:5]=[CH:6][C:7]=1[N:8]1[CH2:13][CH2:12][O:11][CH2:10][CH2:9]1.[Br:17]Br.C(=O)([O-])O.[Na+]. Product: [Br:17][CH2:15][C:14]([C:4]1[CH:5]=[CH:6][C:7]([N:8]2[CH2:13][CH2:12][O:11][CH2:10][CH2:9]2)=[C:2]([F:1])[CH:3]=1)=[O:16]. The catalyst class is: 201. (5) Reactant: C(OC(=O)[NH:6][C:7]1([C:13](=[O:27])[NH:14][C:15]2[C:24]3[C:19](=[CH:20][CH:21]=[C:22]([O:25][CH3:26])[N:23]=3)[N:18]=[CH:17][CH:16]=2)[CH2:12][CH2:11][NH:10][CH2:9][CH2:8]1)C=C.C([SnH](CCCC)CCCC)CCC. Product: [CH3:26][O:25][C:22]1[N:23]=[C:24]2[C:19](=[CH:20][CH:21]=1)[N:18]=[CH:17][CH:16]=[C:15]2[NH:14][C:13]([C:7]1([NH2:6])[CH2:8][CH2:9][NH:10][CH2:11][CH2:12]1)=[O:27]. The catalyst class is: 602. (6) Product: [CH:16]1([N:7]2[CH2:8][C:9]([F:15])([F:14])[C:10](=[O:13])[N:11]([CH3:12])[C:5]3[CH:4]=[N:3][C:2]([NH:33][C:34]4[CH:35]=[CH:36][C:37]([C:38]([NH:40][CH:41]5[CH2:46][CH2:45][O:44][CH2:43][CH2:42]5)=[O:39])=[CH:47][CH:48]=4)=[N:20][C:6]2=3)[CH2:19][CH2:18][CH2:17]1. The catalyst class is: 32. Reactant: Cl[C:2]1[N:3]=[CH:4][C:5]2[N:11]([CH3:12])[C:10](=[O:13])[C:9]([F:15])([F:14])[CH2:8][N:7]([CH:16]3[CH2:19][CH2:18][CH2:17]3)[C:6]=2[N:20]=1.O.C1(C)C(S(O)(=O)=O)=CC=CC=1.[NH2:33][C:34]1[CH:48]=[CH:47][C:37]([C:38]([NH:40][CH:41]2[CH2:46][CH2:45][O:44][CH2:43][CH2:42]2)=[O:39])=[CH:36][CH:35]=1. (7) Reactant: [NH2:1][C:2]1[CH:7]=[C:6]([CH3:8])[CH:5]=[CH:4][N:3]=1.[CH2:9]([O:11][C:12](=[O:18])[CH:13](Cl)[C:14]([CH3:16])=O)[CH3:10]. Product: [CH3:16][C:14]1[N:1]=[C:2]2[CH:7]=[C:6]([CH3:8])[CH:5]=[CH:4][N:3]2[C:13]=1[C:12]([O:11][CH2:9][CH3:10])=[O:18]. The catalyst class is: 57. (8) Reactant: C([O:4][C@H:5]1[C@H:10]([O:11]C(=O)C)[C@@H:9]([O:15]C(=O)C)[C@H:8]([C:19]2[CH:24]=[C:23]([CH2:25][C:26]3[CH:31]=[CH:30][C:29]([CH2:32][CH3:33])=[CH:28][CH:27]=3)[C:22]([Cl:34])=[CH:21][C:20]=2[CH2:35][CH2:36][O:37][CH2:38][CH2:39][OH:40])[O:7][C@@H:6]1[CH2:41][O:42]C(=O)C)(=O)C.O[Li].O. Product: [Cl:34][C:22]1[C:23]([CH2:25][C:26]2[CH:27]=[CH:28][C:29]([CH2:32][CH3:33])=[CH:30][CH:31]=2)=[CH:24][C:19]([C@H:8]2[C@H:9]([OH:15])[C@@H:10]([OH:11])[C@H:5]([OH:4])[C@@H:6]([CH2:41][OH:42])[O:7]2)=[C:20]([CH2:35][CH2:36][O:37][CH2:38][CH2:39][OH:40])[CH:21]=1. The catalyst class is: 87. (9) Reactant: [S:1]1[CH:5]=[CH:4][C:3]([CH:6]=O)=[CH:2]1.C([CH2:11][S:12]([CH2:15][S:16]([CH2:19][C:20](O)=O)(=[O:18])=[O:17])(=[O:14])=[O:13])(O)=O. Product: [S:1]1[CH:5]=[CH:4][C:3](/[CH:6]=[CH:11]/[S:12]([CH2:15][S:16](/[CH:19]=[CH:20]/[C:3]2[CH:4]=[CH:5][S:1][CH:2]=2)(=[O:18])=[O:17])(=[O:14])=[O:13])=[CH:2]1. The catalyst class is: 15.